Dataset: Forward reaction prediction with 1.9M reactions from USPTO patents (1976-2016). Task: Predict the product of the given reaction. Given the reactants [Ca].[CH3:2][O:3][C:4]1[CH:5]=[C:6]([C@H:10]([NH:12][C@H:13]2[CH2:17][CH2:16][N:15]([CH2:18][C:19]3[CH:24]=[CH:23][CH:22]=[C:21]([C:25]([F:28])([F:27])[F:26])[CH:20]=3)[CH2:14]2)[CH3:11])[CH:7]=[CH:8][CH:9]=1.[ClH:29], predict the reaction product. The product is: [ClH:29].[ClH:29].[CH3:2][O:3][C:4]1[CH:5]=[C:6]([C@H:10]([NH:12][C@H:13]2[CH2:17][CH2:16][N:15]([CH2:18][C:19]3[CH:24]=[CH:23][CH:22]=[C:21]([C:25]([F:27])([F:28])[F:26])[CH:20]=3)[CH2:14]2)[CH3:11])[CH:7]=[CH:8][CH:9]=1.